Task: Predict the reaction yield, written as a fraction of the theoretical maximum amount of product (1.0 means a 100% yield; for example, 0.34 means a 34% yield).. Dataset: Reaction yield outcomes from USPTO patents with 853,638 reactions (1) The reactants are [NH2:1][C:2]1[CH:10]=[C:9]2[C:5]([C:6]3[C:14]([C:15]4[CH:20]=[CH:19][CH:18]=[CH:17][C:16]=4[F:21])=[CH:13][N:12]=[C:11]([C:22]([NH2:24])=[O:23])[C:7]=3[NH:8]2)=[CH:4][CH:3]=1.[O:25]1[CH2:30][CH2:29][C:28](=O)[CH2:27][CH2:26]1.C(O[BH-](OC(=O)C)OC(=O)C)(=O)C.[Na+].O. The catalyst is O1CCCC1.ClCCl.C(OCC)(=O)C. The product is [F:21][C:16]1[CH:17]=[CH:18][CH:19]=[CH:20][C:15]=1[C:14]1[C:6]2[C:5]3[C:9](=[CH:10][C:2]([NH:1][CH:28]4[CH2:29][CH2:30][O:25][CH2:26][CH2:27]4)=[CH:3][CH:4]=3)[NH:8][C:7]=2[C:11]([C:22]([NH2:24])=[O:23])=[N:12][CH:13]=1. The yield is 0.308. (2) The reactants are [S:1]([N:11]1[C:15]2=[N:16][CH:17]=[C:18]([NH:20][NH:21][C:22]([C@@H:24]3[CH2:28][CH2:27][C@@H:26]([NH:29]C(=O)OC(C)(C)C)[CH2:25]3)=O)[N:19]=[C:14]2[CH:13]=[CH:12]1)([C:4]1[CH:10]=[CH:9][C:7]([CH3:8])=[CH:6][CH:5]=1)(=[O:3])=[O:2].CCN(C(C)C)C(C)C.O=S(Cl)Cl. The catalyst is O1CCOCC1. The product is [S:1]([N:11]1[C:15]2[N:16]=[CH:17][C:18]3[N:19]([C:22]([C@@H:24]4[CH2:28][CH2:27][C@@H:26]([NH2:29])[CH2:25]4)=[N:21][N:20]=3)[C:14]=2[CH:13]=[CH:12]1)([C:4]1[CH:10]=[CH:9][C:7]([CH3:8])=[CH:6][CH:5]=1)(=[O:2])=[O:3]. The yield is 0.680.